Dataset: Forward reaction prediction with 1.9M reactions from USPTO patents (1976-2016). Task: Predict the product of the given reaction. (1) The product is: [CH2:1]([NH:8][C:9]([C:11]1[S:15][C:14]([NH:16][C:21](=[O:28])[C:22]2[CH:27]=[CH:26][CH:25]=[CH:24][CH:23]=2)=[N:13][C:12]=1[C:17]([F:20])([F:18])[F:19])=[O:10])[C:2]1[CH:7]=[CH:6][CH:5]=[CH:4][CH:3]=1. Given the reactants [CH2:1]([NH:8][C:9]([C:11]1[S:15][C:14]([NH2:16])=[N:13][C:12]=1[C:17]([F:20])([F:19])[F:18])=[O:10])[C:2]1[CH:7]=[CH:6][CH:5]=[CH:4][CH:3]=1.[C:21](Cl)(=[O:28])[C:22]1[CH:27]=[CH:26][CH:25]=[CH:24][CH:23]=1, predict the reaction product. (2) Given the reactants [Cl:1][C:2]1[CH:3]=[C:4]2[C:12](=[CH:13][CH:14]=1)[NH:11][C:10]1[CH:9]([NH2:15])[CH2:8][CH2:7][CH2:6][C:5]2=1.[CH3:16][O:17][C:18]1[CH:23]=[C:22]([O:24][CH3:25])[N:21]=[C:20](S(C)(=O)=O)[N:19]=1, predict the reaction product. The product is: [Cl:1][C:2]1[CH:3]=[C:4]2[C:12](=[CH:13][CH:14]=1)[NH:11][C:10]1[CH:9]([NH:15][C:20]3[N:21]=[C:22]([O:24][CH3:25])[CH:23]=[C:18]([O:17][CH3:16])[N:19]=3)[CH2:8][CH2:7][CH2:6][C:5]2=1. (3) Given the reactants P(Cl)(Cl)(Cl)=[O:2].[OH:6][C:7]1[CH:12]=[C:11]([OH:13])[C:10]([CH2:14][CH2:15][CH3:16])=[CH:9][C:8]=1[CH3:17], predict the reaction product. The product is: [OH:6][C:7]1[CH:12]=[C:11]([OH:13])[C:10]([CH2:14][CH2:15][CH3:16])=[CH:9][C:8]=1[CH:17]=[O:2]. (4) Given the reactants [Cl:1][C:2]1[N:3]=[C:4](Cl)[C:5]2[C:10]([C:11]#[N:12])=[CH:9][N:8]([CH2:13][O:14][CH2:15][CH2:16][Si:17]([CH3:20])([CH3:19])[CH3:18])[C:6]=2[N:7]=1.[OH:22][CH:23]1[CH2:26][CH:25]([NH:27][C:28](=[O:34])[O:29][C:30]([CH3:33])([CH3:32])[CH3:31])[CH2:24]1.C[Si]([N-][Si](C)(C)C)(C)C.[K+], predict the reaction product. The product is: [Cl:1][C:2]1[N:3]=[C:4]([O:22][CH:23]2[CH2:24][CH:25]([NH:27][C:28](=[O:34])[O:29][C:30]([CH3:32])([CH3:31])[CH3:33])[CH2:26]2)[C:5]2[C:10]([C:11]#[N:12])=[CH:9][N:8]([CH2:13][O:14][CH2:15][CH2:16][Si:17]([CH3:20])([CH3:19])[CH3:18])[C:6]=2[N:7]=1. (5) The product is: [Cl:9][C:10]1[CH:11]=[CH:12][C:13]([C:16]2([C:20]([N:1]3[CH2:6][CH2:5][CH2:4][CH:3]([CH2:7][OH:8])[CH2:2]3)=[O:21])[CH2:19][CH2:18][CH2:17]2)=[CH:14][CH:15]=1. Given the reactants [NH:1]1[CH2:6][CH2:5][CH2:4][CH:3]([CH2:7][OH:8])[CH2:2]1.[Cl:9][C:10]1[CH:15]=[CH:14][C:13]([C:16]2([C:20](O)=[O:21])[CH2:19][CH2:18][CH2:17]2)=[CH:12][CH:11]=1.C(N(C(C)C)CC)(C)C.C1CN([P+](Br)(N2CCCC2)N2CCCC2)CC1.F[P-](F)(F)(F)(F)F, predict the reaction product. (6) Given the reactants CS([C:5]1[N:10]=[C:9]([C:11]2[N:15]3[CH:16]=[CH:17][N:18]=[C:19]([N:20]4[CH2:25][CH2:24][N:23]([CH3:26])[CH2:22][CH2:21]4)[C:14]3=[N:13][CH:12]=2)[CH:8]=[CH:7][N:6]=1)(=O)=O.[C:27]([O:31][C:32](=[O:45])[NH:33][CH2:34][CH2:35][CH:36]([NH2:44])[C:37]1[CH:42]=[CH:41][CH:40]=[C:39]([Cl:43])[CH:38]=1)([CH3:30])([CH3:29])[CH3:28], predict the reaction product. The product is: [C:27]([O:31][C:32](=[O:45])[NH:33][CH2:34][CH2:35][CH:36]([C:37]1[CH:42]=[CH:41][CH:40]=[C:39]([Cl:43])[CH:38]=1)[NH:44][C:5]1[N:10]=[C:9]([C:11]2[N:15]3[CH:16]=[CH:17][N:18]=[C:19]([N:20]4[CH2:25][CH2:24][N:23]([CH3:26])[CH2:22][CH2:21]4)[C:14]3=[N:13][CH:12]=2)[CH:8]=[CH:7][N:6]=1)([CH3:30])([CH3:28])[CH3:29]. (7) Given the reactants I[C:2]1[CH:7]=[C:6]([O:8][CH3:9])[N:5]=[CH:4][N:3]=1.[Cl:10][C:11]1[CH:12]=[CH:13][C:14]([N:44]2[CH:48]=[C:47]([C:49]([F:52])([F:51])[F:50])[N:46]=[N:45]2)=[C:15]([C:17]2[N:18]=[CH:19][N:20]([C@@H:24]3[C:40]4[CH:41]=[C:36]([CH:37]=[CH:38][N:39]=4)[C:35]4[NH:34][N:33]=[CH:32][C:31]=4[NH:30][C:29](=[O:42])[C@H:28]([CH3:43])[CH2:27][CH2:26][CH2:25]3)[C:21](=[O:23])[CH:22]=2)[CH:16]=1, predict the reaction product. The product is: [Cl:10][C:11]1[CH:12]=[CH:13][C:14]([N:44]2[CH:48]=[C:47]([C:49]([F:51])([F:50])[F:52])[N:46]=[N:45]2)=[C:15]([C:17]2[N:18]=[CH:19][N:20]([C@@H:24]3[C:40]4[CH:41]=[C:36]([CH:37]=[CH:38][N:39]=4)[C:35]4[C:31](=[CH:32][N:33]([C:2]5[CH:7]=[C:6]([O:8][CH3:9])[N:5]=[CH:4][N:3]=5)[N:34]=4)[NH:30][C:29](=[O:42])[C@H:28]([CH3:43])[CH2:27][CH2:26][CH2:25]3)[C:21](=[O:23])[CH:22]=2)[CH:16]=1.